Dataset: Full USPTO retrosynthesis dataset with 1.9M reactions from patents (1976-2016). Task: Predict the reactants needed to synthesize the given product. (1) Given the product [C:1]1([C:7]2[O:11][C:10]([CH2:12][CH2:13][C:14]([OH:16])=[O:15])=[N:9][N:8]=2)[CH:2]=[CH:3][CH:4]=[CH:5][CH:6]=1, predict the reactants needed to synthesize it. The reactants are: [C:1]1([C:7]2[O:11][C:10]([CH2:12][CH2:13][C:14]([O:16]C)=[O:15])=[N:9][N:8]=2)[CH:6]=[CH:5][CH:4]=[CH:3][CH:2]=1. (2) Given the product [Cl:20][C:21]1[CH:26]=[CH:25][C:24]([C:2]2[C:7]([O:19][CH2:18][C:17]3[N:13]([CH3:12])[N:14]=[CH:15][N:16]=3)=[N:6][CH:5]=[C:4]([CH:3]=2)[C:9]([NH:30][C@@H:31]2[CH2:36][CH2:35][CH2:34][CH2:33][C@H:32]2[OH:37])=[O:11])=[CH:23][CH:22]=1, predict the reactants needed to synthesize it. The reactants are: Br[C:2]1[CH:3]=[C:4]([C:9]([OH:11])=O)[CH:5]=[N:6][C:7]=1Cl.[CH3:12][N:13]1[C:17]([CH2:18][OH:19])=[N:16][CH:15]=[N:14]1.[Cl:20][C:21]1[CH:26]=[CH:25][C:24](B(O)O)=[CH:23][CH:22]=1.[NH2:30][C@@H:31]1[CH2:36][CH2:35][CH2:34][CH2:33][C@H:32]1[OH:37]. (3) The reactants are: Cl.[F:2][C:3]1[CH:4]=[C:5]([CH:8]=[CH:9][C:10]=1[NH:11][S:12]([CH3:15])(=[O:14])=[O:13])[CH2:6][NH2:7].[C:16]([C:20]1[N:25]=[CH:24][C:23]([O:26][CH2:27][C:28](O)=[O:29])=[CH:22][C:21]=1[Cl:31])([CH3:19])([CH3:18])[CH3:17].CN1CCOCC1. Given the product [C:16]([C:20]1[N:25]=[CH:24][C:23]([O:26][CH2:27][C:28]([NH:7][CH2:6][C:5]2[CH:8]=[CH:9][C:10]([NH:11][S:12]([CH3:15])(=[O:14])=[O:13])=[C:3]([F:2])[CH:4]=2)=[O:29])=[CH:22][C:21]=1[Cl:31])([CH3:19])([CH3:17])[CH3:18], predict the reactants needed to synthesize it.